This data is from Aqueous solubility values for 9,982 compounds from the AqSolDB database. The task is: Regression/Classification. Given a drug SMILES string, predict its absorption, distribution, metabolism, or excretion properties. Task type varies by dataset: regression for continuous measurements (e.g., permeability, clearance, half-life) or binary classification for categorical outcomes (e.g., BBB penetration, CYP inhibition). For this dataset (solubility_aqsoldb), we predict Y. (1) The Y is -1.21 log mol/L. The compound is COc1cc(C(=O)O)c(C(=O)O)cc1O. (2) The molecule is O=C(O)CCCCC1SCC2NC(=O)NC21. The Y is -3.05 log mol/L. (3) The compound is O=C(OCC(O)CO)c1ccccc1Nc1ccnc2cc(Cl)ccc12. The Y is -4.54 log mol/L. (4) The molecule is C=CS(=O)(=O)CS(=O)(=O)C=C. The Y is -3.92 log mol/L. (5) The drug is CSC(=O)c1c(C(F)F)nc(C(F)(F)F)c(C(=O)SC)c1CC(C)C. The Y is -5.46 log mol/L. (6) The drug is C#CCOS(=O)OC1CCCCC1Oc1ccc(C(C)(C)C)cc1. The Y is -5.85 log mol/L.